This data is from Catalyst prediction with 721,799 reactions and 888 catalyst types from USPTO. The task is: Predict which catalyst facilitates the given reaction. Reactant: [CH3:1][C:2]([C:6]1[CH:10]=[C:9]([NH:11][C:12](=[O:20])OC2C=CC=CC=2)[N:8]([C:21]2[CH:26]=[CH:25][C:24]([CH3:27])=[CH:23][CH:22]=2)[N:7]=1)([C:4]#[CH:5])[CH3:3].[Cl:28][C:29]1[C:35]([Cl:36])=[C:34]([O:37][C:38]2[CH:43]=[CH:42][N:41]=[C:40]([Cl:44])[N:39]=2)[CH:33]=[CH:32][C:30]=1[NH2:31].CCN(CC)CC. Product: [Cl:28][C:29]1[C:35]([Cl:36])=[C:34]([O:37][C:38]2[CH:43]=[CH:42][N:41]=[C:40]([Cl:44])[N:39]=2)[CH:33]=[CH:32][C:30]=1[NH:31][C:12]([NH:11][C:9]1[N:8]([C:21]2[CH:26]=[CH:25][C:24]([CH3:27])=[CH:23][CH:22]=2)[N:7]=[C:6]([C:2]([CH3:1])([C:4]#[CH:5])[CH3:3])[CH:10]=1)=[O:20]. The catalyst class is: 480.